Task: Predict the reactants needed to synthesize the given product.. Dataset: Full USPTO retrosynthesis dataset with 1.9M reactions from patents (1976-2016) (1) Given the product [OH:31][CH:30]([C:21]1[CH:22]=[C:23]2[C:27](=[CH:28][C:20]=1[CH3:19])[C:26](=[O:29])[O:25][CH2:24]2)[CH2:32][N:8]1[CH2:7][CH2:6][C:5]2([CH2:1][N:2]([C:11]3[CH:18]=[CH:17][C:14]([C:15]#[N:16])=[CH:13][N:12]=3)[CH2:3][CH2:4]2)[CH2:10][CH2:9]1, predict the reactants needed to synthesize it. The reactants are: [CH2:1]1[C:5]2([CH2:10][CH2:9][NH:8][CH2:7][CH2:6]2)[CH2:4][CH2:3][N:2]1[C:11]1[CH:18]=[CH:17][C:14]([C:15]#[N:16])=[CH:13][N:12]=1.[CH3:19][C:20]1[CH:28]=[C:27]2[C:23]([CH2:24][O:25][C:26]2=[O:29])=[CH:22][C:21]=1[CH:30]1[CH2:32][O:31]1. (2) Given the product [C:19]([O:23][C:24](=[O:46])[N:25]([CH2:28][CH2:29][C:30]1[CH:35]=[CH:34][C:33]([Cl:36])=[C:32]([CH2:37][OH:38])[CH:31]=1)[CH2:26][CH3:27])([CH3:20])([CH3:21])[CH3:22], predict the reactants needed to synthesize it. The reactants are: CCCC[N+](CCCC)(CCCC)CCCC.[F-].[C:19]([O:23][C:24](=[O:46])[N:25]([CH2:28][CH2:29][C:30]1[CH:35]=[CH:34][C:33]([Cl:36])=[C:32]([C:37](C)(C)[O:38][SiH2]C(C)(C)C)[CH:31]=1)[CH2:26][CH3:27])([CH3:22])([CH3:21])[CH3:20].CCOC(C)=O.